Predict the reaction yield, written as a fraction of the theoretical maximum amount of product (1.0 means a 100% yield; for example, 0.34 means a 34% yield). From a dataset of Reaction yield outcomes from USPTO patents with 853,638 reactions. The product is [Cl:21][C:18]1[C:19]2[C:14]([CH:15]=[CH:16][CH:17]=1)=[N:13][N:12]([CH2:8][CH2:9][C:10]#[C:11][C:2]1[CH:7]=[CH:6][CH:5]=[CH:4][N:3]=1)[CH:20]=2. The reactants are Br[C:2]1[CH:7]=[CH:6][CH:5]=[CH:4][N:3]=1.[CH2:8]([N:12]1[CH:20]=[C:19]2[C:14]([CH:15]=[CH:16][CH:17]=[C:18]2[Cl:21])=[N:13]1)[CH2:9][C:10]#[CH:11]. The yield is 0.170. No catalyst specified.